Dataset: Catalyst prediction with 721,799 reactions and 888 catalyst types from USPTO. Task: Predict which catalyst facilitates the given reaction. Reactant: [H-].[Na+].[CH3:3][O:4][C:5]1[CH:6]=[C:7]2[C:11](=[CH:12][CH:13]=1)[NH:10][CH:9]=[C:8]2[C:14]([C:16]1[C:25]2[C:20](=[CH:21][CH:22]=[CH:23][CH:24]=2)[CH:19]=[CH:18][CH:17]=1)=[O:15].Br[CH2:27][CH2:28][CH2:29][CH2:30][CH3:31]. Product: [CH3:3][O:4][C:5]1[CH:6]=[C:7]2[C:11](=[CH:12][CH:13]=1)[N:10]([CH2:27][CH2:28][CH2:29][CH2:30][CH3:31])[CH:9]=[C:8]2[C:14]([C:16]1[C:25]2[C:20](=[CH:21][CH:22]=[CH:23][CH:24]=2)[CH:19]=[CH:18][CH:17]=1)=[O:15]. The catalyst class is: 3.